Regression. Given two drug SMILES strings and cell line genomic features, predict the synergy score measuring deviation from expected non-interaction effect. From a dataset of NCI-60 drug combinations with 297,098 pairs across 59 cell lines. (1) Drug 1: CN(C)C1=NC(=NC(=N1)N(C)C)N(C)C. Drug 2: CC1=C(N=C(N=C1N)C(CC(=O)N)NCC(C(=O)N)N)C(=O)NC(C(C2=CN=CN2)OC3C(C(C(C(O3)CO)O)O)OC4C(C(C(C(O4)CO)O)OC(=O)N)O)C(=O)NC(C)C(C(C)C(=O)NC(C(C)O)C(=O)NCCC5=NC(=CS5)C6=NC(=CS6)C(=O)NCCC[S+](C)C)O. Cell line: COLO 205. Synergy scores: CSS=3.38, Synergy_ZIP=0.330, Synergy_Bliss=-2.99, Synergy_Loewe=-56.8, Synergy_HSA=-7.75. (2) Drug 1: CNC(=O)C1=CC=CC=C1SC2=CC3=C(C=C2)C(=NN3)C=CC4=CC=CC=N4. Drug 2: C(CCl)NC(=O)N(CCCl)N=O. Cell line: HOP-62. Synergy scores: CSS=-7.73, Synergy_ZIP=3.67, Synergy_Bliss=2.10, Synergy_Loewe=-3.39, Synergy_HSA=-3.32. (3) Drug 1: C1CC(C1)(C(=O)O)C(=O)O.[NH2-].[NH2-].[Pt+2]. Drug 2: CC1=C2C(C(=O)C3(C(CC4C(C3C(C(C2(C)C)(CC1OC(=O)C(C(C5=CC=CC=C5)NC(=O)OC(C)(C)C)O)O)OC(=O)C6=CC=CC=C6)(CO4)OC(=O)C)O)C)O. Cell line: A498. Synergy scores: CSS=-1.63, Synergy_ZIP=0.883, Synergy_Bliss=2.88, Synergy_Loewe=-2.63, Synergy_HSA=-1.89. (4) Drug 1: C1CN1C2=NC(=NC(=N2)N3CC3)N4CC4. Drug 2: CN(C)C1=NC(=NC(=N1)N(C)C)N(C)C. Cell line: SK-MEL-5. Synergy scores: CSS=49.8, Synergy_ZIP=-0.00951, Synergy_Bliss=0.349, Synergy_Loewe=0.836, Synergy_HSA=0.435.